From a dataset of Forward reaction prediction with 1.9M reactions from USPTO patents (1976-2016). Predict the product of the given reaction. (1) Given the reactants Cl[C:2]1[CH:3]=[CH:4][C:5]2[N:6]([C:8]([C:11]([F:14])([F:13])[F:12])=[N:9][N:10]=2)[N:7]=1.Cl.[NH:16]1[CH2:19][CH:18]([OH:20])[CH2:17]1.CCN(C(C)C)C(C)C, predict the reaction product. The product is: [F:12][C:11]([F:14])([F:13])[C:8]1[N:6]2[N:7]=[C:2]([N:16]3[CH2:19][CH:18]([OH:20])[CH2:17]3)[CH:3]=[CH:4][C:5]2=[N:10][N:9]=1. (2) The product is: [F:1][C:2]([F:7])([F:6])[C:3]([OH:5])=[O:4].[F:8][C:9]([F:14])([F:13])[C:10]([OH:12])=[O:11].[Cl:22][C:23]1[CH:24]=[N:25][C:26]2[NH:27][C:28]3[CH:29]=[N:30][CH:31]=[C:32]([CH:53]=3)[CH2:33][CH2:34][C:35]3[CH:43]=[C:39]([NH:40][C:41]=1[N:42]=2)[CH:38]=[CH:37][C:36]=3[O:44][CH2:45][CH2:46][CH:47]1[CH2:48][CH2:49][N:50]([C:55]([NH:54][CH2:57][C:58]2[O:59][CH:60]=[CH:61][CH:62]=2)=[O:56])[CH2:51][CH2:52]1. Given the reactants [F:1][C:2]([F:7])([F:6])[C:3]([OH:5])=[O:4].[F:8][C:9]([F:14])([F:13])[C:10]([OH:12])=[O:11].FC(F)(F)C(O)=O.[Cl:22][C:23]1[CH:24]=[N:25][C:26]2[NH:27][C:28]3[CH:29]=[N:30][CH:31]=[C:32]([CH:53]=3)[CH2:33][CH2:34][C:35]3[CH:43]=[C:39]([NH:40][C:41]=1[N:42]=2)[CH:38]=[CH:37][C:36]=3[O:44][CH2:45][CH2:46][CH:47]1[CH2:52][CH2:51][NH:50][CH2:49][CH2:48]1.[N:54]([CH2:57][C:58]1[O:59][CH:60]=[CH:61][CH:62]=1)=[C:55]=[O:56], predict the reaction product. (3) Given the reactants CN(C)C=[O:4].[CH3:6][O:7][C:8]1[CH:9]=[C:10]2[C:15](=[CH:16][C:17]=1[OH:18])[N:14]=[CH:13][CH:12]=[C:11]2[O:19][C:20]1[C:21]([CH3:30])=[N:22][C:23]2[C:28]([CH:29]=1)=[CH:27][CH:26]=[CH:25][CH:24]=2.C(=O)([O-])[O-].[K+].[K+].[CH2:37]([C@@H:39]1[O:41][CH2:40]1)Cl, predict the reaction product. The product is: [CH3:6][O:7][C:8]1[CH:9]=[C:10]2[C:15](=[CH:16][C:17]=1[O:18][CH2:37][C@H:39]([OH:41])[CH2:40][OH:4])[N:14]=[CH:13][CH:12]=[C:11]2[O:19][C:20]1[C:21]([CH3:30])=[N:22][C:23]2[C:28]([CH:29]=1)=[CH:27][CH:26]=[CH:25][CH:24]=2. (4) Given the reactants [N+:1]([C:4]1[S:8][C:7]([S:9]([N:12]2[CH2:17][CH2:16][N:15]([C:18]3[N:23]=[CH:22][C:21]([C:24]([OH:33])([C:29]([F:32])([F:31])[F:30])[C:25]([F:28])([F:27])[F:26])=[CH:20][N:19]=3)[C@@H:14]([CH2:34][N:35]([C:40]3[CH:45]=[CH:44][CH:43]=[CH:42][CH:41]=3)[S:36]([CH3:39])(=[O:38])=[O:37])[CH2:13]2)(=[O:11])=[O:10])=[CH:6][CH:5]=1)([O-])=O.C([O-])(O)=O.[Na+], predict the reaction product. The product is: [NH2:1][C:4]1[S:8][C:7]([S:9]([N:12]2[CH2:17][CH2:16][N:15]([C:18]3[N:23]=[CH:22][C:21]([C:24]([OH:33])([C:25]([F:28])([F:26])[F:27])[C:29]([F:32])([F:31])[F:30])=[CH:20][N:19]=3)[C@@H:14]([CH2:34][N:35]([C:40]3[CH:41]=[CH:42][CH:43]=[CH:44][CH:45]=3)[S:36]([CH3:39])(=[O:38])=[O:37])[CH2:13]2)(=[O:10])=[O:11])=[CH:6][CH:5]=1. (5) Given the reactants [CH:1]1([C:4]([OH:6])=O)[CH2:3][CH2:2]1.CN(C(ON1N=NC2C1=CC=CC=2)=[N+](C)C)C.F[P-](F)(F)(F)(F)F.C(OC([N:38]1[CH2:44][C@@H:43]2[CH2:45][C@H:39]1[CH2:40][NH:41][CH2:42]2)=O)(C)(C)C.[Cl-].[NH4+], predict the reaction product. The product is: [CH:1]1([C:4]([N:41]2[CH2:40][C@@H:39]3[CH2:45][C@@H:43]([CH2:44][NH:38]3)[CH2:42]2)=[O:6])[CH2:3][CH2:2]1. (6) Given the reactants [OH:1][C:2]1[N:6]([C:7]2[CH:15]=[CH:14][C:10]([C:11](O)=[O:12])=[CH:9][N:8]=2)[N:5]=[CH:4][C:3]=1[C:16]1[CH:21]=[CH:20][N:19]=[C:18]([O:22][CH3:23])[CH:17]=1.[O:24]1[CH2:29][CH2:28][CH:27]([C:30]2([NH2:33])[CH2:32][CH2:31]2)[CH2:26][CH2:25]1, predict the reaction product. The product is: [OH:1][C:2]1[N:6]([C:7]2[CH:15]=[CH:14][C:10]([C:11]([NH:33][C:30]3([CH:27]4[CH2:28][CH2:29][O:24][CH2:25][CH2:26]4)[CH2:32][CH2:31]3)=[O:12])=[CH:9][N:8]=2)[N:5]=[CH:4][C:3]=1[C:16]1[CH:21]=[CH:20][N:19]=[C:18]([O:22][CH3:23])[CH:17]=1. (7) Given the reactants [Cl:1][C:2]1[CH:3]=[CH:4][C:5]([N:15]2[CH:19]=[C:18]([Cl:20])[N:17]=[N:16]2)=[C:6]([C:8]2[N:13]=[CH:12][N:11]=[C:10]([OH:14])[CH:9]=2)[CH:7]=1.CN(C(ON1N=NC2C=CC=NC1=2)=[N+](C)C)C.F[P-](F)(F)(F)(F)F.C1CCN2C(=NCCC2)CC1.N[C@@H:57]1[C:74]2[CH:75]=[C:70]([CH:71]=[CH:72][N:73]=2)[C:69]2[N:68]=[CH:67][CH:66]=[CH:65][C:64]=2[NH:63][C:62](=[O:76])[C@H:61]([CH3:77])[CH2:60][CH2:59][CH2:58]1, predict the reaction product. The product is: [Cl:1][C:2]1[CH:3]=[CH:4][C:5]([N:15]2[CH:19]=[C:18]([Cl:20])[N:17]=[N:16]2)=[C:6]([C:8]2[N:13]=[CH:12][N:11]([C@@H:57]3[C:74]4[CH:75]=[C:70]([CH:71]=[CH:72][N:73]=4)[C:69]4[N:68]=[CH:67][CH:66]=[CH:65][C:64]=4[NH:63][C:62](=[O:76])[C@H:61]([CH3:77])[CH2:60][CH2:59][CH2:58]3)[C:10](=[O:14])[CH:9]=2)[CH:7]=1.